Dataset: Catalyst prediction with 721,799 reactions and 888 catalyst types from USPTO. Task: Predict which catalyst facilitates the given reaction. (1) Reactant: C[O:2][C:3](=[O:33])[C:4]1[CH:9]=[CH:8][C:7]([CH2:10][N:11]([S:22]([C:25]2[CH:30]=[CH:29][C:28]([Cl:31])=[CH:27][CH:26]=2)(=[O:24])=[O:23])[C@@H:12]2[CH2:18][C:17]([CH3:20])([CH3:19])[CH2:16][CH2:15][NH:14][C:13]2=[O:21])=[C:6]([F:32])[CH:5]=1.[OH-].[Na+]. Product: [Cl:31][C:28]1[CH:29]=[CH:30][C:25]([S:22]([N:11]([CH2:10][C:7]2[CH:8]=[CH:9][C:4]([C:3]([OH:33])=[O:2])=[CH:5][C:6]=2[F:32])[C@@H:12]2[CH2:18][C:17]([CH3:20])([CH3:19])[CH2:16][CH2:15][NH:14][C:13]2=[O:21])(=[O:23])=[O:24])=[CH:26][CH:27]=1. The catalyst class is: 1. (2) Reactant: [CH:1]1([NH:4][CH:5]=[C:6]([C:12]([C:14]2[C:15](Cl)=[N:16][C:17]([Cl:21])=[C:18]([F:20])[CH:19]=2)=[O:13])[C:7]([O:9][CH2:10][CH3:11])=[O:8])[CH2:3][CH2:2]1.[O-]P([O-])([O-])=O.[K+].[K+].[K+]. Product: [Cl:21][C:17]1[N:16]=[C:15]2[C:14]([C:12](=[O:13])[C:6]([C:7]([O:9][CH2:10][CH3:11])=[O:8])=[CH:5][N:4]2[CH:1]2[CH2:3][CH2:2]2)=[CH:19][C:18]=1[F:20]. The catalyst class is: 10.